Regression/Classification. Given a drug SMILES string, predict its toxicity properties. Task type varies by dataset: regression for continuous values (e.g., LD50, hERG inhibition percentage) or binary classification for toxic/non-toxic outcomes (e.g., AMES mutagenicity, cardiotoxicity, hepatotoxicity). Dataset: ames. From a dataset of Ames mutagenicity test results for genotoxicity prediction. (1) The compound is CC(S)C(=O)NCC(=O)O. The result is 0 (non-mutagenic). (2) The compound is Oc1nncc2ccccc12. The result is 0 (non-mutagenic). (3) The molecule is N=C(N)N. The result is 0 (non-mutagenic). (4) The drug is CCCCCC(CC)OC(=O)c1cccc(C(=O)OC(CC)CCCCC)c1. The result is 0 (non-mutagenic). (5) The drug is C#CC1(O)CCC2C3CCc4cc(OC)ccc4C3CCC21C. The result is 0 (non-mutagenic).